Dataset: NCI-60 drug combinations with 297,098 pairs across 59 cell lines. Task: Regression. Given two drug SMILES strings and cell line genomic features, predict the synergy score measuring deviation from expected non-interaction effect. Drug 1: CC1=C(C=C(C=C1)NC2=NC=CC(=N2)N(C)C3=CC4=NN(C(=C4C=C3)C)C)S(=O)(=O)N.Cl. Drug 2: CCN(CC)CCCC(C)NC1=C2C=C(C=CC2=NC3=C1C=CC(=C3)Cl)OC. Cell line: OVCAR-8. Synergy scores: CSS=41.5, Synergy_ZIP=7.36, Synergy_Bliss=8.43, Synergy_Loewe=-7.13, Synergy_HSA=6.91.